This data is from Forward reaction prediction with 1.9M reactions from USPTO patents (1976-2016). The task is: Predict the product of the given reaction. (1) Given the reactants Cl.[N:2]1[C:11]2[C:6](=[CH:7][C:8]([NH:12][NH2:13])=[CH:9][CH:10]=2)[CH:5]=[CH:4][CH:3]=1.[CH3:14][C:15]([CH3:22])([CH3:21])[C:16](=O)[CH2:17][C:18]#[N:19].Cl, predict the reaction product. The product is: [C:15]([C:16]1[CH:17]=[C:18]([NH2:19])[N:12]([C:8]2[CH:7]=[C:6]3[C:11](=[CH:10][CH:9]=2)[N:2]=[CH:3][CH:4]=[CH:5]3)[N:13]=1)([CH3:22])([CH3:21])[CH3:14]. (2) Given the reactants O=P(Cl)(Cl)Cl.[CH2:6]([O:12][C:13]1[C:22]2[C:17](=[CH:18][CH:19]=[CH:20][CH:21]=2)[CH:16]=[CH:15][CH:14]=1)[CH2:7][CH2:8][CH2:9][CH2:10][CH3:11].[C:23](O[Na])(C)=[O:24].O, predict the reaction product. The product is: [CH2:6]([O:12][C:13]1[C:22]2[C:17](=[CH:18][CH:19]=[CH:20][CH:21]=2)[C:16]([CH:23]=[O:24])=[CH:15][CH:14]=1)[CH2:7][CH2:8][CH2:9][CH2:10][CH3:11].